This data is from Catalyst prediction with 721,799 reactions and 888 catalyst types from USPTO. The task is: Predict which catalyst facilitates the given reaction. (1) Product: [C:13]([NH:6][C:4](=[O:5])[C:3]1[CH:7]=[CH:8][CH:9]=[CH:10][C:2]=1[F:1])(=[O:22])/[CH:14]=[CH:15]/[C:16]1[CH:21]=[CH:20][CH:19]=[CH:18][CH:17]=1. The catalyst class is: 7. Reactant: [F:1][C:2]1[CH:10]=[CH:9][CH:8]=[CH:7][C:3]=1[C:4]([NH2:6])=[O:5].[H-].[Na+].[C:13](Cl)(=[O:22])[CH:14]=[CH:15][C:16]1[CH:21]=[CH:20][CH:19]=[CH:18][CH:17]=1.Cl. (2) Reactant: Cl[C:2]1[CH:3]=[CH:4][C:5]2[N:6]([C:8]([C:11]3[CH:18]=[CH:17][C:14]([C:15]#[N:16])=[CH:13][CH:12]=3)=[CH:9][N:10]=2)[N:7]=1.C([O-])([O-])=O.[Cs+].[Cs+].B([C:28]1[CH:36]=[CH:35][C:31]([C:32]([OH:34])=[O:33])=[CH:30][CH:29]=1)(O)O. Product: [C:15]([C:14]1[CH:17]=[CH:18][C:11]([C:8]2[N:6]3[N:7]=[C:2]([C:28]4[CH:36]=[CH:35][C:31]([C:32]([OH:34])=[O:33])=[CH:30][CH:29]=4)[CH:3]=[CH:4][C:5]3=[N:10][CH:9]=2)=[CH:12][CH:13]=1)#[N:16]. The catalyst class is: 710. (3) Reactant: CC(C)([O-])C.[K+].[NH2:7][C:8]1[CH:9]=[N:10][CH:11]=[CH:12][CH:13]=1.[C:14]([O:18][C:19](O[C:19]([O:18][C:14]([CH3:17])([CH3:16])[CH3:15])=[O:20])=[O:20])([CH3:17])([CH3:16])[CH3:15].C(O)(=O)C. Product: [C:14]([O:18][C:19](=[O:20])[NH:7][C:8]1[CH:9]=[N:10][CH:11]=[CH:12][CH:13]=1)([CH3:17])([CH3:16])[CH3:15]. The catalyst class is: 16. (4) Reactant: Br[C:2]1[CH:7]=[CH:6][C:5]([OH:8])=[CH:4][CH:3]=1.[B:9]1([B:9]2[O:13][C:12]([CH3:15])([CH3:14])[C:11]([CH3:17])([CH3:16])[O:10]2)[O:13][C:12]([CH3:15])([CH3:14])[C:11]([CH3:17])([CH3:16])[O:10]1.C([O-])(=O)C.[K+]. Product: [CH3:16][C:11]1([CH3:17])[C:12]([CH3:15])([CH3:14])[O:13][B:9]([C:2]2[CH:7]=[CH:6][C:5]([OH:8])=[CH:4][CH:3]=2)[O:10]1. The catalyst class is: 75. (5) Reactant: C([NH:8][C:9]1[CH:26]=[C:25]2[C:12]([S:13](=[O:29])(=[O:28])[NH:14][C:15]3[C:24]2=[CH:23][C:22]([Cl:27])=[C:21]2[C:16]=3[N:17]=[CH:18][CH:19]=[CH:20]2)=[CH:11][CH:10]=1)C1C=CC=CC=1.C([O-])(O)=O.[Na+]. Product: [Cl:27][C:22]1[CH:23]=[C:24]2[C:15](=[C:16]3[C:21]=1[CH:20]=[CH:19][CH:18]=[N:17]3)[NH:14][S:13](=[O:28])(=[O:29])[C:12]1[C:25]2=[CH:26][C:9]([NH2:8])=[CH:10][CH:11]=1. The catalyst class is: 201. (6) Reactant: [Si]([O:8][CH2:9][CH:10]1[O:14][N:13]=[C:12]([C:15]2[CH:20]=[CH:19][C:18]([C:21]3[CH:26]=[CH:25][C:24]([N:27]4[CH2:31][C@H:30]([CH2:32][N:33]5[CH:37]=[CH:36][N:35]=[N:34]5)[O:29][C:28]4=[O:38])=[CH:23][C:22]=3[F:39])=[CH:17][C:16]=2[O:40][CH3:41])[CH2:11]1)(C(C)(C)C)(C)C.[F-].C([N+](CCCC)(CCCC)CCCC)CCC. Product: [F:39][C:22]1[CH:23]=[C:24]([N:27]2[CH2:31][C@H:30]([CH2:32][N:33]3[CH:37]=[CH:36][N:35]=[N:34]3)[O:29][C:28]2=[O:38])[CH:25]=[CH:26][C:21]=1[C:18]1[CH:19]=[CH:20][C:15]([C:12]2[CH2:11][CH:10]([CH2:9][OH:8])[O:14][N:13]=2)=[C:16]([O:40][CH3:41])[CH:17]=1. The catalyst class is: 7. (7) The catalyst class is: 3. Reactant: [C:1]([O-])([O-])=[O:2].[K+].[K+].Cl[CH2:8][C:9]1[C:14]([CH3:15])=[CH:13][C:12]([CH3:16])=[CH:11][N:10]=1.[CH3:17][O:18][C:19]1[C:24](C)=[CH:23][C:22]([N:26]2[C:31](=[O:32])[N:30](CC3C(F)=CC(F)=CC=3F)[C:29]3[CH:43]=[CH:44][CH:45]=[CH:46][C:28]=3[S:27]2(=[O:48])=[O:47])=[CH:21][C:20]=1C. Product: [CH3:15][C:14]1[C:9]([CH2:8][N:30]2[C:29]3[CH:43]=[CH:44][CH:45]=[CH:46][C:28]=3[S:27](=[O:47])(=[O:48])[N:26]([C:22]3[CH:21]=[CH:20][C:19]([O:18][CH3:17])=[C:24]([O:2][CH3:1])[CH:23]=3)[C:31]2=[O:32])=[N:10][CH:11]=[C:12]([CH3:16])[CH:13]=1.